This data is from Reaction yield outcomes from USPTO patents with 853,638 reactions. The task is: Predict the reaction yield, written as a fraction of the theoretical maximum amount of product (1.0 means a 100% yield; for example, 0.34 means a 34% yield). (1) The reactants are [CH2:1]([N:8]([CH:36]([CH:38]1[CH2:40][CH2:39]1)[CH3:37])[C:9](=[O:35])[CH2:10][N:11]1[C:32](=[O:33])[C@:14]2([C:22]3[C:17](=[CH:18][C:19]([NH:23][C:24]([C:26]4[CH:27]=[N:28][O:29][C:30]=4[CH3:31])=[O:25])=[CH:20][CH:21]=3)[CH2:16][CH2:15]2)[NH:13][C:12]1=[O:34])[C:2]1[CH:7]=[CH:6][CH:5]=[CH:4][CH:3]=1.O.Cl. The catalyst is CO. The product is [CH2:1]([N:8]([C@H:36]([CH:38]1[CH2:39][CH2:40]1)[CH3:37])[C:9](=[O:35])[CH2:10][N:11]1[C:32](=[O:33])[C:14]2([C:22]3[C:17](=[CH:18][C:19]([NH:23][C:24](=[O:25])[CH:26]([C:27]#[N:28])[C:30](=[O:29])[CH3:31])=[CH:20][CH:21]=3)[CH2:16][CH2:15]2)[NH:13][C:12]1=[O:34])[C:2]1[CH:3]=[CH:4][CH:5]=[CH:6][CH:7]=1. The yield is 0.190. (2) The reactants are [CH2:1]([O:3][C:4]1[CH:5]=[C:6]([C:13]2[O:17][N:16]=[C:15]([C:18]3[CH:19]=[C:20]4[C:24](=[CH:25][CH:26]=3)[CH2:23][N:22]([CH2:27][C:28]3([NH:36]C(=O)OC(C)(C)C)[CH2:33][O:32]C(C)(C)[O:30][CH2:29]3)[CH2:21]4)[N:14]=2)[CH:7]=[CH:8][C:9]=1[O:10][CH2:11][CH3:12])[CH3:2].C(OC1C=C(C2ON=C(C3C=CC=C4C=3CCN4CC3(NC(=O)OC(C)(C)C)COC(C)(C)OC3)N=2)C=CC=1OCC)C. No catalyst specified. The product is [NH2:36][C:28]([CH2:27][N:22]1[CH2:21][C:20]2[C:24](=[CH:25][CH:26]=[C:18]([C:15]3[N:14]=[C:13]([C:6]4[CH:7]=[CH:8][C:9]([O:10][CH2:11][CH3:12])=[C:4]([O:3][CH2:1][CH3:2])[CH:5]=4)[O:17][N:16]=3)[CH:19]=2)[CH2:23]1)([CH2:29][OH:30])[CH2:33][OH:32]. The yield is 0.570. (3) The reactants are Br[C:2]1[N:7]=[C:6]([C:8]([OH:10])=[O:9])[C:5]([F:11])=[CH:4][CH:3]=1.[F:12][C:13]1[CH:18]=[C:17]([O:19][CH3:20])[CH:16]=[C:15]([F:21])[C:14]=1B(O)O. The catalyst is C1C=CC(P(C2C=CC=CC=2)[C-]2C=CC=C2)=CC=1.C1C=CC(P(C2C=CC=CC=2)[C-]2C=CC=C2)=CC=1.Cl[Pd]Cl.[Fe+2].C(Cl)Cl. The product is [F:12][C:13]1[CH:18]=[C:17]([O:19][CH3:20])[CH:16]=[C:15]([F:21])[C:14]=1[C:2]1[N:7]=[C:6]([C:8]([OH:10])=[O:9])[C:5]([F:11])=[CH:4][CH:3]=1. The yield is 0.0900.